Dataset: Forward reaction prediction with 1.9M reactions from USPTO patents (1976-2016). Task: Predict the product of the given reaction. (1) Given the reactants Cl[C:2]1[N:7]=[C:6]([C:8]2[C:16]3[C:11](=[CH:12][CH:13]=[CH:14][CH:15]=3)[N:10]([S:17]([C:20]3[CH:25]=[CH:24][CH:23]=[CH:22][CH:21]=3)(=[O:19])=[O:18])[CH:9]=2)[C:5]([Cl:26])=[CH:4][N:3]=1.[NH2:27][CH:28]1[CH2:33][CH2:32][CH2:31][N:30]([C:34]([C:36]2[CH:41]=[CH:40][C:39]([NH:42][C:43](=[O:49])[O:44][C:45]([CH3:48])([CH3:47])[CH3:46])=[CH:38][CH:37]=2)=[O:35])[CH2:29]1.CCN(C(C)C)C(C)C, predict the reaction product. The product is: [Cl:26][C:5]1[C:6]([C:8]2[C:16]3[C:11](=[CH:12][CH:13]=[CH:14][CH:15]=3)[N:10]([S:17]([C:20]3[CH:25]=[CH:24][CH:23]=[CH:22][CH:21]=3)(=[O:18])=[O:19])[CH:9]=2)=[N:7][C:2]([NH:27][CH:28]2[CH2:33][CH2:32][CH2:31][N:30]([C:34]([C:36]3[CH:41]=[CH:40][C:39]([NH:42][C:43](=[O:49])[O:44][C:45]([CH3:47])([CH3:46])[CH3:48])=[CH:38][CH:37]=3)=[O:35])[CH2:29]2)=[N:3][CH:4]=1. (2) Given the reactants [OH-].[K+].C([O:5][C:6](=[O:16])[CH2:7][CH:8]1[CH2:13][CH2:12][C:11]([F:15])([F:14])[CH2:10][CH2:9]1)C, predict the reaction product. The product is: [F:14][C:11]1([F:15])[CH2:10][CH2:9][CH:8]([CH2:7][C:6]([OH:16])=[O:5])[CH2:13][CH2:12]1. (3) Given the reactants [CH3:1][O:2][C:3]1[CH:4]=[C:5]([CH:8]=[C:9]([O:11][CH3:12])[CH:10]=1)[CH:6]=O.[CH3:13][C:14]([C:16]1[CH:21]=[CH:20][C:19]([N:22]([CH3:24])[CH3:23])=[CH:18][CH:17]=1)=[O:15], predict the reaction product. The product is: [CH3:1][O:2][C:3]1[CH:4]=[C:5]([CH:6]=[CH:13][C:14]([C:16]2[CH:21]=[CH:20][C:19]([N:22]([CH3:23])[CH3:24])=[CH:18][CH:17]=2)=[O:15])[CH:8]=[C:9]([O:11][CH3:12])[CH:10]=1. (4) Given the reactants [NH2:1][C:2]1[CH:3]=[C:4]([C:8]2[C:16]([C:17]3[CH:22]=[CH:21][N:20]=[C:19]([NH:23][C:24]4[CH:29]=[CH:28][CH:27]=[CH:26][CH:25]=4)[N:18]=3)=[C:11]3[CH:12]=[CH:13][CH:14]=[CH:15][N:10]3[N:9]=2)[CH:5]=[CH:6][CH:7]=1.C1N=CN(C(N2C=NC=C2)=O)C=1.[Cl:42][C:43]1[CH:44]=[C:45]([CH2:49][C:50](O)=[O:51])[CH:46]=[CH:47][CH:48]=1.CO, predict the reaction product. The product is: [Cl:42][C:43]1[CH:44]=[C:45]([CH2:49][C:50]([NH:1][C:2]2[CH:7]=[CH:6][CH:5]=[C:4]([C:8]3[C:16]([C:17]4[CH:22]=[CH:21][N:20]=[C:19]([NH:23][C:24]5[CH:29]=[CH:28][CH:27]=[CH:26][CH:25]=5)[N:18]=4)=[C:11]4[CH:12]=[CH:13][CH:14]=[CH:15][N:10]4[N:9]=3)[CH:3]=2)=[O:51])[CH:46]=[CH:47][CH:48]=1. (5) Given the reactants C([N:3]([CH2:13][CH3:14])[C:4](=[O:12])[C:5]1[CH:10]=[CH:9][CH:8]=[CH:7][C:6]=1[CH3:11])C.[OH:15][CH:16]1[CH2:20][CH2:19][N:18]([CH2:21][CH2:22]CC#N)[CH2:17]1, predict the reaction product. The product is: [OH:15][CH:16]1[CH2:20][CH2:19][N:18]([CH2:21][CH2:22][CH2:14][C:13]2[NH:3][C:4](=[O:12])[C:5]3[C:6]([CH:11]=2)=[CH:7][CH:8]=[CH:9][CH:10]=3)[CH2:17]1. (6) Given the reactants [CH3:1][N:2]1[C:6]([C:7]2[CH:12]=[CH:11][CH:10]=[CH:9][CH:8]=2)=[CH:5][CH:4]=[C:3]1[C:13]1[CH:14]=[C:15]2[C:20](=[CH:21][CH:22]=1)[CH:19]=[C:18]([O:23][CH2:24][C:25]#[N:26])[CH:17]=[CH:16]2.[Cl-].[NH4+].[N-:29]=[N+:30]=[N-:31].[Na+], predict the reaction product. The product is: [CH3:1][N:2]1[C:6]([C:7]2[CH:8]=[CH:9][CH:10]=[CH:11][CH:12]=2)=[CH:5][CH:4]=[C:3]1[C:13]1[CH:14]=[C:15]2[C:20](=[CH:21][CH:22]=1)[CH:19]=[C:18]([O:23][CH2:24][C:25]1[NH:31][N:30]=[N:29][N:26]=1)[CH:17]=[CH:16]2. (7) Given the reactants [CH3:1][C@@H:2]1[CH2:7][O:6][CH2:5][CH2:4][N:3]1[C:8]1[N:16]=[C:15]2[C:11]([N:12]=[CH:13][NH:14]2)=[C:10]([N:17]2[CH2:22][CH2:21][O:20][CH2:19][C@H:18]2[CH3:23])[N:9]=1.[O:24]1[CH:29]=[CH:28][CH2:27][CH2:26][CH2:25]1.FC(F)(F)C(OC(=O)C(F)(F)F)=O.FC(F)(F)C(O)=O.C([O-])([O-])=O.[Na+].[Na+], predict the reaction product. The product is: [CH3:1][C@@H:2]1[CH2:7][O:6][CH2:5][CH2:4][N:3]1[C:8]1[N:16]=[C:15]2[C:11]([N:12]=[CH:13][N:14]2[CH:25]2[CH2:26][CH2:27][CH2:28][CH2:29][O:24]2)=[C:10]([N:17]2[CH2:22][CH2:21][O:20][CH2:19][C@H:18]2[CH3:23])[N:9]=1. (8) Given the reactants [O:1]([C:8]1[CH:9]=[C:10]2[C:15](=[CH:16][CH:17]=1)[N:14]=[C:13]([NH:18][C:19](=[O:21])[CH3:20])[C:12]([CH:22]([CH:27]1[CH2:32][CH2:31][O:30][CH2:29][CH2:28]1)[CH2:23][CH2:24][CH:25]=C)=[CH:11]2)[C:2]1[CH:7]=[CH:6][CH:5]=[CH:4][CH:3]=1.[Mn]([O-])(=O)(=O)=O.[K+].S(=O)(O)[O-].[Na+].[OH-:44].[Na+].[OH2:46], predict the reaction product. The product is: [C:19]([NH:18][C:13]1[C:12]([CH:22]([CH:27]2[CH2:32][CH2:31][O:30][CH2:29][CH2:28]2)[CH2:23][CH2:24][C:25]([OH:46])=[O:44])=[CH:11][C:10]2[C:15](=[CH:16][CH:17]=[C:8]([O:1][C:2]3[CH:7]=[CH:6][CH:5]=[CH:4][CH:3]=3)[CH:9]=2)[N:14]=1)(=[O:21])[CH3:20]. (9) Given the reactants Br[C:2]1[CH:9]=[CH:8][C:5]([C:6]#[N:7])=[C:4]([O:10][CH3:11])[CH:3]=1.[CH:12](N(C(C)C)CC)(C)[CH3:13].C([Sn](CCCC)(CCCC)C=C)CCC, predict the reaction product. The product is: [CH:12]([C:2]1[CH:9]=[CH:8][C:5]([C:6]#[N:7])=[C:4]([O:10][CH3:11])[CH:3]=1)=[CH2:13].